This data is from Full USPTO retrosynthesis dataset with 1.9M reactions from patents (1976-2016). The task is: Predict the reactants needed to synthesize the given product. (1) Given the product [F:1][C:2]1[CH:8]=[C:7]([C:9]([F:10])([F:11])[F:12])[CH:6]=[CH:5][C:3]=1[NH:4][N:13]=[C:25]([C:26](=[O:28])[CH3:27])[C:22](=[O:24])[CH3:23], predict the reactants needed to synthesize it. The reactants are: [F:1][C:2]1[CH:8]=[C:7]([C:9]([F:12])([F:11])[F:10])[CH:6]=[CH:5][C:3]=1[NH2:4].[N:13]([O-])=O.[Na+].C([O-])(=O)C.[Na+].[C:22]([CH2:25][C:26](=[O:28])[CH3:27])(=[O:24])[CH3:23]. (2) Given the product [Cl:24][C:21]1[CH:22]=[CH:23][C:18]([C:12]2[C:11]3[CH2:10][CH2:9][NH:8][CH2:17][CH2:16][C:15]=3[N:14]([CH3:27])[N:13]=2)=[CH:19][CH:20]=1, predict the reactants needed to synthesize it. The reactants are: C(OC([N:8]1[CH2:17][CH2:16][C:15]2[NH:14][N:13]=[C:12]([C:18]3[CH:23]=[CH:22][C:21]([Cl:24])=[CH:20][CH:19]=3)[C:11]=2[CH2:10][CH2:9]1)=O)(C)(C)C.CI.[C:27](OC(N1CCC2C(=C(C3C=CC(Cl)=CC=3)N(C)N=2)CC1)=O)(C)(C)C. (3) Given the product [CH2:46]([O:45][C:43](=[O:44])[CH2:42][C:39]1[CH:40]=[CH:41][C:36]([C:20]2[CH:21]=[CH:22][CH:23]=[C:18]([C:17]3[O:16][N:15]=[C:14]([CH3:33])[C:13]=3[NH:12][C:11]([O:10][CH:8]([C:3]3[CH:4]=[CH:5][CH:6]=[CH:7][C:2]=3[Cl:1])[CH3:9])=[O:34])[CH:19]=2)=[CH:37][CH:38]=1)[CH3:47], predict the reactants needed to synthesize it. The reactants are: [Cl:1][C:2]1[CH:7]=[CH:6][CH:5]=[CH:4][C:3]=1[CH:8]([O:10][C:11](=[O:34])[NH:12][C:13]1[C:14]([CH3:33])=[N:15][O:16][C:17]=1[C:18]1[CH:23]=[CH:22][CH:21]=[C:20](B2OC(C)(C)C(C)(C)O2)[CH:19]=1)[CH3:9].Br[C:36]1[CH:41]=[CH:40][C:39]([CH2:42][C:43]([O:45][CH2:46][CH3:47])=[O:44])=[CH:38][CH:37]=1. (4) Given the product [OH:5][CH2:4][CH2:3][CH2:2][NH:1][C:20](=[O:21])[O:19][CH2:12][C:13]1[CH:18]=[CH:17][CH:16]=[CH:15][CH:14]=1, predict the reactants needed to synthesize it. The reactants are: [NH2:1][CH2:2][CH2:3][CH2:4][OH:5].C(=O)([O-])[O-].[K+].[K+].[CH2:12]([O:19][C:20](Cl)=[O:21])[C:13]1[CH:18]=[CH:17][CH:16]=[CH:15][CH:14]=1. (5) Given the product [CH3:10][N:11]([C:21]1[CH:22]=[CH:23][C:24]([NH:27][C:28]([NH:30][C:31]2[CH:36]=[CH:35][CH:34]=[CH:33][CH:32]=2)=[O:29])=[CH:25][CH:26]=1)[S:12]([C:15]1[S:16][C:17]([C:1]2[CH2:6][CH2:5][CH2:4][CH2:3][CH:2]=2)=[CH:18][CH:19]=1)(=[O:14])=[O:13], predict the reactants needed to synthesize it. The reactants are: [C:1]1(B(O)O)[CH2:6][CH2:5][CH2:4][CH2:3][CH:2]=1.[CH3:10][N:11]([C:21]1[CH:26]=[CH:25][C:24]([NH:27][C:28]([NH:30][C:31]2[CH:36]=[CH:35][CH:34]=[CH:33][CH:32]=2)=[O:29])=[CH:23][CH:22]=1)[S:12]([C:15]1[S:16][C:17](Br)=[CH:18][CH:19]=1)(=[O:14])=[O:13].C([O-])([O-])=O.[Na+].[Na+]. (6) Given the product [C:1]([CH2:3][NH:4][C:5]([CH:6]([C:11]1[CH:12]=[C:13]([C:28]2[CH:29]=[CH:30][C:31]([CH2:32][NH:33][C:34](=[O:40])[O:35][C:36]([CH3:38])([CH3:37])[CH3:39])=[CH:41][CH:42]=2)[CH:14]=[CH:15][CH:16]=1)[CH2:7][CH:8]([CH3:9])[CH3:10])=[O:26])#[N:2], predict the reactants needed to synthesize it. The reactants are: [C:1]([CH2:3][NH:4][C:5](=[O:26])[CH:6]([C:11]1[CH:16]=[CH:15][CH:14]=[C:13](B2OC(C)(C)C(C)(C)O2)[CH:12]=1)[CH2:7][CH:8]([CH3:10])[CH3:9])#[N:2].Br[C:28]1[CH:42]=[CH:41][C:31]([CH2:32][NH:33][C:34](=[O:40])[O:35][C:36]([CH3:39])([CH3:38])[CH3:37])=[CH:30][CH:29]=1.C(=O)(O)[O-].[Na+].CN(C=O)C. (7) Given the product [CH:13]([C:6]1[C:7]2[C:8](=[N:9][CH:10]=[CH:11][CH:12]=2)[N:4]([C:22]([O:23][C:24]([CH3:27])([CH3:26])[CH3:25])=[O:28])[CH:5]=1)=[O:14], predict the reactants needed to synthesize it. The reactants are: C(#N)C.[NH:4]1[C:8]2=[N:9][CH:10]=[CH:11][CH:12]=[C:7]2[C:6]([CH:13]=[O:14])=[CH:5]1.C(N(CC)CC)C.[C:22](=O)([O:28]C(C)(C)C)[O:23][C:24]([CH3:27])([CH3:26])[CH3:25].